Dataset: Peptide-MHC class II binding affinity with 134,281 pairs from IEDB. Task: Regression. Given a peptide amino acid sequence and an MHC pseudo amino acid sequence, predict their binding affinity value. This is MHC class II binding data. (1) The peptide sequence is STGGAYDTYKCIPSL. The MHC is DRB1_1501 with pseudo-sequence DRB1_1501. The binding affinity (normalized) is 0.150. (2) The peptide sequence is KLRSAGELELQFRRV. The MHC is HLA-DQA10401-DQB10402 with pseudo-sequence HLA-DQA10401-DQB10402. The binding affinity (normalized) is 0.0184. (3) The peptide sequence is PATAWSLYAVTTAVLTPL. The MHC is DRB3_0101 with pseudo-sequence DRB3_0101. The binding affinity (normalized) is 0.288. (4) The peptide sequence is RVIRGKKGAGGITIK. The MHC is HLA-DPA10103-DPB10301 with pseudo-sequence HLA-DPA10103-DPB10301. The binding affinity (normalized) is 0. (5) The peptide sequence is THSWEYWGAQLNAMK. The MHC is DRB1_1302 with pseudo-sequence DRB1_1302. The binding affinity (normalized) is 0.0217. (6) The peptide sequence is EYRLRGEERKNFLELLR. The MHC is DRB1_0405 with pseudo-sequence DRB1_0405. The binding affinity (normalized) is 0.0861. (7) The peptide sequence is DVDLFLTGTPDEYVEQV. The MHC is HLA-DPA10201-DPB10101 with pseudo-sequence HLA-DPA10201-DPB10101. The binding affinity (normalized) is 0.494.